Dataset: Reaction yield outcomes from USPTO patents with 853,638 reactions. Task: Predict the reaction yield, written as a fraction of the theoretical maximum amount of product (1.0 means a 100% yield; for example, 0.34 means a 34% yield). The reactants are [C:1]12([CH2:11][O:12][C:13]3[C:25]([CH:26]4[CH2:28][CH2:27]4)=[CH:24][C:16]([C:17](OC(C)(C)C)=[O:18])=[CH:15][N:14]=3)[CH2:10][CH:5]3[CH2:6][CH:7]([CH2:9][CH:3]([CH2:4]3)[CH2:2]1)[CH2:8]2.FC(F)(F)C(O)=O.C(C1NC=CN=1)(C1NC=CN=1)=O.[CH3:48][NH:49][S:50]([NH2:53])(=[O:52])=[O:51].N1(C2CCCCCCCCCC2)CCCN=CCCCCC1. The catalyst is ClCCl.C(OCC)(=O)C. The product is [C:1]12([CH2:11][O:12][C:13]3[C:25]([CH:26]4[CH2:28][CH2:27]4)=[CH:24][C:16]([C:17]([NH:53][S:50](=[O:52])(=[O:51])[NH:49][CH3:48])=[O:18])=[CH:15][N:14]=3)[CH2:10][CH:5]3[CH2:6][CH:7]([CH2:9][CH:3]([CH2:4]3)[CH2:2]1)[CH2:8]2. The yield is 0.220.